Dataset: Full USPTO retrosynthesis dataset with 1.9M reactions from patents (1976-2016). Task: Predict the reactants needed to synthesize the given product. (1) Given the product [C:26]([NH:30][C:31]([N:23]1[CH2:24][CH2:25][N:20]([CH2:19][C:16]2[CH:15]=[CH:14][C:13]([C:5]3[NH:6][C:7](=[O:12])[C:8]4[C:3]([CH:4]=3)=[C:2]([CH3:1])[CH:11]=[CH:10][CH:9]=4)=[CH:18][CH:17]=2)[CH2:21][CH2:22]1)=[O:32])([CH3:29])([CH3:28])[CH3:27], predict the reactants needed to synthesize it. The reactants are: [CH3:1][C:2]1[CH:11]=[CH:10][CH:9]=[C:8]2[C:3]=1[CH:4]=[C:5]([C:13]1[CH:18]=[CH:17][C:16]([CH2:19][N:20]3[CH2:25][CH2:24][NH:23][CH2:22][CH2:21]3)=[CH:15][CH:14]=1)[NH:6][C:7]2=[O:12].[C:26]([N:30]=[C:31]=[O:32])([CH3:29])([CH3:28])[CH3:27]. (2) The reactants are: [CH2:1]([N:8]1[C:16]2[C:11](=[CH:12][C:13]([OH:17])=[CH:14][CH:15]=2)[C:10]([C:18]([O:20][CH2:21][CH3:22])=[O:19])=[C:9]1[CH:23]([CH3:25])[CH3:24])[C:2]1[CH:7]=[CH:6][CH:5]=[CH:4][CH:3]=1.[O:26]1[CH:31]=[CH:30][CH2:29][CH2:28][CH2:27]1.CC1C=CC(S(O)(=O)=O)=CC=1. Given the product [CH2:1]([N:8]1[C:16]2[C:11](=[CH:12][C:13]([O:17][CH:27]3[CH2:28][CH2:29][CH2:30][CH2:31][O:26]3)=[CH:14][CH:15]=2)[C:10]([C:18]([O:20][CH2:21][CH3:22])=[O:19])=[C:9]1[CH:23]([CH3:24])[CH3:25])[C:2]1[CH:3]=[CH:4][CH:5]=[CH:6][CH:7]=1, predict the reactants needed to synthesize it. (3) Given the product [CH3:33][C:30]1[CH:31]=[CH:32][C:27]([S:24]([N:21]2[C:19]3[N:20]=[C:15]([NH:1][C:2]4[CH:3]=[CH:4][C:5]([C:6]([NH:8][CH2:9][CH2:10][CH3:11])=[O:7])=[CH:12][CH:13]=4)[N:16]=[C:17]([NH:34][CH2:35][C:36]([F:39])([F:37])[F:38])[C:18]=3[CH:23]=[CH:22]2)(=[O:25])=[O:26])=[CH:28][CH:29]=1, predict the reactants needed to synthesize it. The reactants are: [NH2:1][C:2]1[CH:13]=[CH:12][C:5]([C:6]([NH:8][CH2:9][CH2:10][CH3:11])=[O:7])=[CH:4][CH:3]=1.Cl[C:15]1[N:16]=[C:17]([NH:34][CH2:35][C:36]([F:39])([F:38])[F:37])[C:18]2[CH:23]=[CH:22][N:21]([S:24]([C:27]3[CH:32]=[CH:31][C:30]([CH3:33])=[CH:29][CH:28]=3)(=[O:26])=[O:25])[C:19]=2[N:20]=1.C(=O)([O-])[O-].[K+].[K+]. (4) Given the product [CH:15]1([C@H:4]2[C@H:3]([CH3:18])[C@@H:2]([NH:1][C:20]3[CH:25]=[CH:24][CH:23]=[C:22]([CH3:26])[N:21]=3)[C:11]3[C:6](=[CH:7][N:8]=[CH:9][CH:10]=3)[N:5]2[C:12](=[O:14])[CH3:13])[CH2:17][CH2:16]1, predict the reactants needed to synthesize it. The reactants are: [NH2:1][C@H:2]1[C:11]2[C:6](=[CH:7][N:8]=[CH:9][CH:10]=2)[N:5]([C:12](=[O:14])[CH3:13])[C@@H:4]([CH:15]2[CH2:17][CH2:16]2)[C@@H:3]1[CH3:18].Cl[C:20]1[CH:25]=[CH:24][CH:23]=[C:22]([CH3:26])[N:21]=1.CC(C)([O-])C.[Na+].CN(C1C(C2C(P(C3CCCCC3)C3CCCCC3)=CC=CC=2)=CC=CC=1)C.